This data is from Reaction yield outcomes from USPTO patents with 853,638 reactions. The task is: Predict the reaction yield, written as a fraction of the theoretical maximum amount of product (1.0 means a 100% yield; for example, 0.34 means a 34% yield). (1) The reactants are O=[CH:2][CH2:3][CH:4]1[CH2:6][CH:5]1[C:7]1[C:15]2[C:10](=[CH:11][CH:12]=[C:13]([C:16]#[N:17])[CH:14]=2)[N:9]([S:18]([C:21]2[CH:26]=[CH:25][C:24]([CH3:27])=[CH:23][CH:22]=2)(=[O:20])=[O:19])[CH:8]=1.C[NH:29][CH3:30].C(O[BH-](O[C:41](=O)[CH3:42])OC(=O)C)(=O)C.[Na+].[OH-].[Na+].[CH2:47]1COCC1. The catalyst is C(O)C.O. The product is [CH2:30]([N:29]([CH2:41][CH3:42])[CH2:2][CH2:3][CH:4]1[CH2:6][CH:5]1[C:7]1[C:15]2[C:10](=[CH:11][CH:12]=[C:13]([C:16]#[N:17])[CH:14]=2)[N:9]([S:18]([C:21]2[CH:26]=[CH:25][C:24]([CH3:27])=[CH:23][CH:22]=2)(=[O:20])=[O:19])[CH:8]=1)[CH3:47]. The yield is 0.220. (2) The reactants are [I:1][C:2]1[CH:8]=[C:7]([CH2:9][CH:10]2[CH2:15][CH2:14][O:13][CH2:12][CH2:11]2)[CH:6]=[CH:5][C:3]=1[NH2:4].C([O:18][CH:19]=[C:20]([C:26](OCC)=O)[C:21]([O:23][CH2:24][CH3:25])=[O:22])C. The catalyst is C1(OC2C=CC=CC=2)C=CC=CC=1. The product is [OH:18][C:19]1[C:5]2[C:3](=[C:2]([I:1])[CH:8]=[C:7]([CH2:9][CH:10]3[CH2:11][CH2:12][O:13][CH2:14][CH2:15]3)[CH:6]=2)[N:4]=[CH:26][C:20]=1[C:21]([O:23][CH2:24][CH3:25])=[O:22]. The yield is 0.580. (3) The reactants are C1(C)C=CC=CC=1.[CH2:8]([N:10]1[C:14](=O)[CH2:13][O:12][C:11]1=[S:16])[CH3:9].COC1C=CC(P2(SP(C3C=CC(OC)=CC=3)(=S)S2)=[S:26])=CC=1. The catalyst is C(OCC)(=O)C. The product is [CH2:8]([N:10]1[C:14](=[S:26])[CH2:13][O:12][C:11]1=[S:16])[CH3:9]. The yield is 0.940. (4) The reactants are [C:1]([N:5]1[CH:9]=[C:8]([NH2:10])[CH:7]=[N:6]1)([CH3:4])([CH3:3])[CH3:2].[C:11]1([O:17][C:18](Cl)=[O:19])[CH:16]=[CH:15][CH:14]=[CH:13][CH:12]=1.C([O-])([O-])=O.[K+].[K+]. The catalyst is C1COCC1. The product is [C:1]([N:5]1[CH:9]=[C:8]([NH:10][C:18](=[O:19])[O:17][C:11]2[CH:16]=[CH:15][CH:14]=[CH:13][CH:12]=2)[CH:7]=[N:6]1)([CH3:4])([CH3:3])[CH3:2]. The yield is 0.890. (5) The reactants are Cl[C:2]1[N:3]=[C:4]([O:29][CH:30]2[CH2:32][CH2:31]2)[C:5]2[C:10]([C:11]3[CH:20]=[CH:19][C:14]4[N:15]=[C:16]([CH3:18])[O:17][C:13]=4[CH:12]=3)=[CH:9][N:8]([CH2:21][O:22][CH2:23][CH2:24][Si:25]([CH3:28])([CH3:27])[CH3:26])[C:6]=2[N:7]=1.[NH2:33][C:34]1[CH:43]=[CH:42][C:37]([C:38]([NH:40][CH3:41])=[O:39])=[CH:36][C:35]=1[O:44][CH3:45].C(=O)([O-])[O-].[K+].[K+].CC1(C)C2C=CC=C(P(C3C=CC=CC=3)C3C=CC=CC=3)C=2OC2C1=CC=CC=2P(C1C=CC=CC=1)C1C=CC=CC=1. The catalyst is O1CCOCC1.C1C=CC(/C=C/C(/C=C/C2C=CC=CC=2)=O)=CC=1.C1C=CC(/C=C/C(/C=C/C2C=CC=CC=2)=O)=CC=1.C1C=CC(/C=C/C(/C=C/C2C=CC=CC=2)=O)=CC=1.[Pd].[Pd]. The product is [CH:30]1([O:29][C:4]2[C:5]3[C:10]([C:11]4[CH:20]=[CH:19][C:14]5[N:15]=[C:16]([CH3:18])[O:17][C:13]=5[CH:12]=4)=[CH:9][N:8]([CH2:21][O:22][CH2:23][CH2:24][Si:25]([CH3:28])([CH3:27])[CH3:26])[C:6]=3[N:7]=[C:2]([NH:33][C:34]3[CH:43]=[CH:42][C:37]([C:38]([NH:40][CH3:41])=[O:39])=[CH:36][C:35]=3[O:44][CH3:45])[N:3]=2)[CH2:32][CH2:31]1. The yield is 0.575. (6) The reactants are BrC1C=CC(OCC(F)F)=C(CCC(O)=O)C=1.[CH2:18]([O:25][C:26]1[CH:41]=[CH:40][C:39]([Br:42])=[CH:38][C:27]=1[CH2:28][CH:29](C(OC)=O)[C:30]([O:32][CH3:33])=[O:31])[C:19]1[CH:24]=[CH:23][CH:22]=[CH:21][CH:20]=1.[Cl-].[Li+]. No catalyst specified. The product is [CH2:18]([O:25][C:26]1[CH:41]=[CH:40][C:39]([Br:42])=[CH:38][C:27]=1[CH2:28][CH2:29][C:30]([O:32][CH3:33])=[O:31])[C:19]1[CH:20]=[CH:21][CH:22]=[CH:23][CH:24]=1. The yield is 0.720. (7) The reactants are [CH3:1][O:2][C:3]([C:5]1[N:6]=[C:7]2[C:12]([C:13]([F:16])([F:15])[F:14])=[CH:11][C:10]([Br:17])=[CH:9][N:8]2[CH:18]=1)=[O:4].O=P(Cl)(Cl)Cl.Cl.[OH-].[Na+].CN([CH:30]=[O:31])C. The catalyst is C(OCC)(=O)C. The product is [CH3:1][O:2][C:3]([C:5]1[N:6]=[C:7]2[C:12]([C:13]([F:16])([F:15])[F:14])=[CH:11][C:10]([Br:17])=[CH:9][N:8]2[C:18]=1[CH:30]=[O:31])=[O:4]. The yield is 0.260.